From a dataset of Forward reaction prediction with 1.9M reactions from USPTO patents (1976-2016). Predict the product of the given reaction. (1) Given the reactants Cl[C:2]1[N:3]=[CH:4][C:5]2[CH2:11][N:10]([C:12]([C:14]3[CH:15]=[N:16][CH:17]=[CH:18][CH:19]=3)=[O:13])[CH2:9][CH2:8][C:6]=2[N:7]=1.[CH3:20][O:21][C:22]1[CH:28]=[CH:27][C:25]([NH2:26])=[CH:24][CH:23]=1.CCOC(C)=O, predict the reaction product. The product is: [CH3:20][O:21][C:22]1[CH:28]=[CH:27][C:25]([NH:26][C:2]2[N:3]=[CH:4][C:5]3[CH2:11][N:10]([C:12]([C:14]4[CH:15]=[N:16][CH:17]=[CH:18][CH:19]=4)=[O:13])[CH2:9][CH2:8][C:6]=3[N:7]=2)=[CH:24][CH:23]=1. (2) Given the reactants [CH2:1]([O:8][C:9]([NH:11][C@H:12]1[CH2:15][C@@H:14]([C:16]([OH:18])=O)[C:13]1([CH3:20])[CH3:19])=[O:10])[C:2]1[CH:7]=[CH:6][CH:5]=[CH:4][CH:3]=1.[CH:21]1[CH:22]=CC2N(O)N=[N:27][C:25]=2[CH:26]=1.N1CCCC1.CCN(CC)CC, predict the reaction product. The product is: [CH3:19][C:13]1([CH3:20])[C@H:14]([C:16]([N:27]2[CH2:22][CH2:21][CH2:26][CH2:25]2)=[O:18])[CH2:15][C@@H:12]1[NH:11][C:9](=[O:10])[O:8][CH2:1][C:2]1[CH:3]=[CH:4][CH:5]=[CH:6][CH:7]=1. (3) The product is: [N:1]1([C:10]2[CH:17]=[CH:16][C:25]([C:24]([OH:22])=[O:26])=[CH:12][C:11]=2[C:18]([F:21])([F:20])[F:19])[C:5]2[CH2:6][CH2:7][CH2:8][CH2:9][C:4]=2[N:3]=[CH:2]1. Given the reactants [N:1]1([C:10]2[CH:17]=[CH:16]C(C#N)=[CH:12][C:11]=2[C:18]([F:21])([F:20])[F:19])[C:5]2[CH2:6][CH2:7][CH2:8][CH2:9][C:4]=2[N:3]=[CH:2]1.[OH-:22].[Na+].[CH2:24]([OH:26])[CH3:25], predict the reaction product. (4) Given the reactants [C:1](N1C=CN=C1)(N1C=CN=C1)=[O:2].[C:13]1([CH2:19][S:20]([NH2:23])(=[O:22])=[O:21])[CH:18]=[CH:17][CH:16]=[CH:15][CH:14]=1.Cl.Cl.[NH2:26][CH:27]1[CH2:30][N:29]([C:31]2[C:43]([C:44]#[N:45])=[CH:42][C:34]([C:35]([O:37][C:38]([CH3:41])([CH3:40])[CH3:39])=[O:36])=[C:33]([CH3:46])[N:32]=2)[CH2:28]1.CCN(C(C)C)C(C)C, predict the reaction product. The product is: [C:38]([O:37][C:35](=[O:36])[C:34]1[CH:42]=[C:43]([C:44]#[N:45])[C:31]([N:29]2[CH2:28][CH:27]([NH:26][C:1]([NH:23][S:20]([CH2:19][C:13]3[CH:14]=[CH:15][CH:16]=[CH:17][CH:18]=3)(=[O:21])=[O:22])=[O:2])[CH2:30]2)=[N:32][C:33]=1[CH3:46])([CH3:40])([CH3:41])[CH3:39]. (5) Given the reactants [C:1]1([S:7]([N:10]2[C:14]3=[N:15][CH:16]=[CH:17][C:18](B4OC(C)(C)C(C)(C)O4)=[C:13]3[CH:12]=[CH:11]2)(=[O:9])=[O:8])[CH:6]=[CH:5][CH:4]=[CH:3][CH:2]=1.Br[C:29]1[C:30]([C:39]2[CH:44]=[CH:43][C:42]([N+:45]([O-:47])=[O:46])=[CH:41][CH:40]=2)=[N:31][N:32]([CH2:34][CH2:35][N:36]([CH3:38])[CH3:37])[CH:33]=1, predict the reaction product. The product is: [CH3:37][N:36]([CH3:38])[CH2:35][CH2:34][N:32]1[CH:33]=[C:29]([C:18]2[CH:17]=[CH:16][N:15]=[C:14]3[N:10]([S:7]([C:1]4[CH:2]=[CH:3][CH:4]=[CH:5][CH:6]=4)(=[O:9])=[O:8])[CH:11]=[CH:12][C:13]=23)[C:30]([C:39]2[CH:44]=[CH:43][C:42]([N+:45]([O-:47])=[O:46])=[CH:41][CH:40]=2)=[N:31]1. (6) Given the reactants [C:1]([O:5][C:6]([N:8]1[C:13]2[CH:14]=[C:15]([Cl:21])[C:16]([N:18]([CH3:20])[CH3:19])=[CH:17][C:12]=2[O:11][CH:10]([C:22]([OH:24])=O)[CH2:9]1)=[O:7])([CH3:4])([CH3:3])[CH3:2].[F:25][C:26]1[N:31]=[CH:30][C:29]([CH2:32][C:33]2([C:39]#[N:40])[CH2:38][CH2:37][NH:36][CH2:35][CH2:34]2)=[CH:28][CH:27]=1.CCN=C=NCCCN(C)C.C1C=CC2N(O)N=NC=2C=1.CCN(C(C)C)C(C)C, predict the reaction product. The product is: [C:1]([O:5][C:6]([N:8]1[C:13]2[CH:14]=[C:15]([Cl:21])[C:16]([N:18]([CH3:19])[CH3:20])=[CH:17][C:12]=2[O:11][CH:10]([C:22]([N:36]2[CH2:35][CH2:34][C:33]([C:39]#[N:40])([CH2:32][C:29]3[CH:30]=[N:31][C:26]([F:25])=[CH:27][CH:28]=3)[CH2:38][CH2:37]2)=[O:24])[CH2:9]1)=[O:7])([CH3:3])([CH3:2])[CH3:4].